Dataset: Full USPTO retrosynthesis dataset with 1.9M reactions from patents (1976-2016). Task: Predict the reactants needed to synthesize the given product. (1) Given the product [CH2:8]([N:15]([CH3:16])[CH:17]1[CH2:22][CH2:21][NH:20][CH2:19][CH2:18]1)[C:9]1[CH:10]=[CH:11][CH:12]=[CH:13][CH:14]=1, predict the reactants needed to synthesize it. The reactants are: Cl.O1CCOCC1.[CH2:8]([N:15]([CH:17]1[CH2:22][CH2:21][N:20](C(OC(C)(C)C)=O)[CH2:19][CH2:18]1)[CH3:16])[C:9]1[CH:14]=[CH:13][CH:12]=[CH:11][CH:10]=1. (2) Given the product [CH3:21][O:20][CH2:19][CH2:18][CH2:17][N:1]1[C:9]2[C:4](=[CH:5][CH:6]=[C:7]([C:10]([O:12][CH3:13])=[O:11])[CH:8]=2)[CH:3]=[CH:2]1, predict the reactants needed to synthesize it. The reactants are: [NH:1]1[C:9]2[C:4](=[CH:5][CH:6]=[C:7]([C:10]([O:12][CH3:13])=[O:11])[CH:8]=2)[CH:3]=[CH:2]1.[H-].[Na+].Br[CH2:17][CH2:18][CH2:19][O:20][CH3:21].[I-].[K+]. (3) Given the product [N:1]1([CH2:7][CH2:8][CH2:9][CH2:10][CH2:11][CH2:12][CH2:13][CH2:14][CH2:15][CH2:16][CH2:17][CH:18]=[O:19])[CH2:6][CH2:5][O:4][CH2:3][CH2:2]1, predict the reactants needed to synthesize it. The reactants are: [N:1]1([CH2:7][CH2:8][CH2:9][CH2:10][CH2:11][CH2:12][CH2:13][CH2:14][CH2:15][CH2:16][CH2:17][CH2:18][OH:19])[CH2:6][CH2:5][O:4][CH2:3][CH2:2]1.C[Si](O[Cr](O[Si](C)(C)C)(=O)=O)(C)C. (4) Given the product [Br:13][C:14]1[N:19]=[CH:18][C:17]([NH:20][C:2]([NH:32][C:31]2[CH:33]=[CH:34][CH:35]=[CH:36][C:30]=2[O:29][CH3:28])=[O:4])=[CH:16][CH:15]=1, predict the reactants needed to synthesize it. The reactants are: Cl[C:2](Cl)([O:4]C(=O)OC(Cl)(Cl)Cl)Cl.[Br:13][C:14]1[N:19]=[CH:18][C:17]([NH2:20])=[CH:16][CH:15]=1.C(N(CC)CC)C.[CH3:28][O:29][C:30]1[CH:36]=[CH:35][CH:34]=[CH:33][C:31]=1[NH2:32].